Dataset: Full USPTO retrosynthesis dataset with 1.9M reactions from patents (1976-2016). Task: Predict the reactants needed to synthesize the given product. (1) Given the product [Cl:18][C:16]1[CH:15]=[CH:14][C:3]([CH2:4][NH:6][C:7](=[O:13])[O:8][C:9]([CH3:12])([CH3:11])[CH3:10])=[C:2]([C:19]2[CH:20]=[C:24]([OH:23])[N:59]=[CH:54][N:55]=2)[CH:17]=1, predict the reactants needed to synthesize it. The reactants are: Br[C:2]1[CH:17]=[C:16]([Cl:18])[CH:15]=[CH:14][C:3]=1[C:4]([NH:6][C:7](=[O:13])[O:8][C:9]([CH3:12])([CH3:11])[CH3:10])=O.[CH3:19][C:20]1(C)[C:24](C)(C)[O:23]B(B2O[C:20](C)([CH3:19])[C:24](C)(C)[O:23]2)O1.CC([O-])=O.[K+].C(Cl)Cl.B([O-])[O-].B(O)O.ClCO[C:54]1[N:59]=CC=C[N:55]=1.C([O-])([O-])=O.[Na+].[Na+]. (2) Given the product [C:1]([C:3]1[C:4]([O:17][CH3:18])=[C:5]([CH2:15][I:20])[C:6]2[C:11]([C:12]=1[O:13][CH3:14])=[CH:10][CH:9]=[CH:8][CH:7]=2)#[N:2], predict the reactants needed to synthesize it. The reactants are: [C:1]([C:3]1[C:4]([O:17][CH3:18])=[C:5]([CH2:15]O)[C:6]2[C:11]([C:12]=1[O:13][CH3:14])=[CH:10][CH:9]=[CH:8][CH:7]=2)#[N:2].[Na+].[I-:20]. (3) Given the product [C:1]([C:3]1[CH:4]=[C:5]([CH:19]=[C:20]([CH:24]2[CH2:26][CH2:25]2)[C:21]=1[OH:22])[C:6]([N:8]1[C:12]2[CH:13]=[CH:14][CH:15]=[CH:16][C:11]=2[S:10](=[O:18])(=[O:17])[CH2:9]1)=[O:7])#[N:2], predict the reactants needed to synthesize it. The reactants are: [C:1]([C:3]1[CH:4]=[C:5]([CH:19]=[C:20]([CH:24]2[CH2:26][CH2:25]2)[C:21]=1[O:22]C)[C:6]([N:8]1[C:12]2[CH:13]=[CH:14][CH:15]=[CH:16][C:11]=2[S:10](=[O:18])(=[O:17])[CH2:9]1)=[O:7])#[N:2].[Cl-].[Li+].Cl. (4) Given the product [F:25][C:24]([F:26])([F:27])[O:23][C:19]1[CH:18]=[C:17]([CH:22]=[CH:21][CH:20]=1)[CH2:16][N:15]([CH2:14][CH:11]1[CH:12]2[CH:10]1[CH2:9][N:8]([CH2:43][C:44]([O:46][CH2:47][C:48]1[CH:53]=[CH:52][CH:51]=[CH:50][CH:49]=1)=[O:45])[CH2:13]2)[C:28]([C:30]1[N:31]=[CH:32][N:33]([CH3:35])[CH:34]=1)=[O:29], predict the reactants needed to synthesize it. The reactants are: C(OC([N:8]1[CH2:13][CH:12]2[CH:10]([CH:11]2[CH2:14][N:15]([C:28]([C:30]2[N:31]=[CH:32][N:33]([CH3:35])[CH:34]=2)=[O:29])[CH2:16][C:17]2[CH:22]=[CH:21][CH:20]=[C:19]([O:23][C:24]([F:27])([F:26])[F:25])[CH:18]=2)[CH2:9]1)=O)(C)(C)C.C(=O)([O-])[O-].[K+].[K+].Br[CH2:43][C:44]([O:46][CH2:47][C:48]1[CH:53]=[CH:52][CH:51]=[CH:50][CH:49]=1)=[O:45].